From a dataset of Forward reaction prediction with 1.9M reactions from USPTO patents (1976-2016). Predict the product of the given reaction. (1) The product is: [CH3:32][S:33]([O:14][CH:13]([C:15]1[CH:20]=[CH:19][C:18]([N+:21]([O-:23])=[O:22])=[CH:17][CH:16]=1)[CH2:12][CH2:11][CH:10]([O:24][S:33]([CH3:32])(=[O:35])=[O:34])[C:7]1[CH:8]=[CH:9][C:4]([N+:1]([O-:3])=[O:2])=[CH:5][CH:6]=1)(=[O:35])=[O:34]. Given the reactants [N+:1]([C:4]1[CH:9]=[CH:8][C:7]([CH:10]([OH:24])[CH2:11][CH2:12][CH:13]([C:15]2[CH:20]=[CH:19][C:18]([N+:21]([O-:23])=[O:22])=[CH:17][CH:16]=2)[OH:14])=[CH:6][CH:5]=1)([O-:3])=[O:2].C(N(CC)CC)C.[CH3:32][S:33](Cl)(=[O:35])=[O:34].[NH4+].[Cl-], predict the reaction product. (2) Given the reactants [NH2:1][CH2:2][CH2:3][C:4]1[CH2:5][C:6]([CH2:15][OH:16])([CH:9]=[C:10]([CH2:12][CH2:13][NH2:14])[CH:11]=1)CO.[C:17](O[C:17]([O:19][C:20]([CH3:23])([CH3:22])[CH3:21])=[O:18])([O:19][C:20]([CH3:23])([CH3:22])[CH3:21])=[O:18], predict the reaction product. The product is: [C:20]([O:19][C:17]([NH:14][CH2:13][CH2:12][C:10]1[CH:9]=[C:6]([CH:5]=[C:4]([CH2:3][CH2:2][NH:1][C:17]([O:19][C:20]([CH3:23])([CH3:22])[CH3:21])=[O:18])[CH:11]=1)[CH2:15][OH:16])=[O:18])([CH3:23])([CH3:22])[CH3:21]. (3) Given the reactants [Mg].Br[C:3]1[CH:8]=[CH:7][C:6]([O:9][CH3:10])=[CH:5][CH:4]=1.[Br-].[Mg+2].[Br-].O=[C:15]1[C:23]2[C:18](=[CH:19][CH:20]=[CH:21][CH:22]=2)[C:17]([C:24]2[CH:29]=[CH:28][CH:27]=[CH:26][CH:25]=2)=[C:16]1[C:30]([O:32]CC)=[O:31], predict the reaction product. The product is: [CH3:10][O:9][C:6]1[CH:7]=[CH:8][C:3]([CH:15]2[C:23]3[C:18](=[CH:19][CH:20]=[CH:21][CH:22]=3)[CH:17]([C:24]3[CH:29]=[CH:28][CH:27]=[CH:26][CH:25]=3)[CH:16]2[C:30]([OH:32])=[O:31])=[CH:4][CH:5]=1. (4) Given the reactants [Cl:1][C:2]1[CH:3]=[C:4]([C:13]2[CH:17]=[CH:16][S:15][CH:14]=2)[C:5]2[O:9][CH:8]([CH2:10][NH2:11])[CH2:7][C:6]=2[CH:12]=1.Cl[C:19]([O:21][CH2:22][C:23]1[CH:28]=[CH:27][CH:26]=[CH:25][CH:24]=1)=[O:20].C(N(C(C)C)CC)(C)C, predict the reaction product. The product is: [Cl:1][C:2]1[CH:3]=[C:4]([C:13]2[CH:17]=[CH:16][S:15][CH:14]=2)[C:5]2[O:9][CH:8]([CH2:10][NH:11][C:19](=[O:20])[O:21][CH2:22][C:23]3[CH:28]=[CH:27][CH:26]=[CH:25][CH:24]=3)[CH2:7][C:6]=2[CH:12]=1. (5) Given the reactants [F:1][C:2]1[CH:9]=[CH:8][C:7]([C:10]2[C:11]([C:19]3[CH:24]=[CH:23][CH:22]=[C:21]([CH3:25])[N:20]=3)=[N:12][N:13]3[CH:18]=[CH:17][CH:16]=[CH:15][C:14]=23)=[CH:6][C:3]=1[CH:4]=O.[CH3:26][N:27]([CH3:31])[CH2:28][CH2:29][NH2:30].C(OC)(OC)OC.[BH4-].[Na+], predict the reaction product. The product is: [F:1][C:2]1[CH:9]=[CH:8][C:7]([C:10]2[C:11]([C:19]3[CH:24]=[CH:23][CH:22]=[C:21]([CH3:25])[N:20]=3)=[N:12][N:13]3[CH:18]=[CH:17][CH:16]=[CH:15][C:14]=23)=[CH:6][C:3]=1[CH2:4][NH:30][CH2:29][CH2:28][N:27]([CH3:31])[CH3:26]. (6) Given the reactants [OH:1]S([O-])(=O)=O.[K+].[F:7][C:8]([F:26])([C:16]([F:25])([F:24])[C:17]([F:23])([F:22])[C:18]([F:21])([F:20])[F:19])[CH2:9][CH2:10][S:11]([CH2:13][C:14]#[N:15])=[O:12].S([O-])([O-])=O.[Na+].[Na+], predict the reaction product. The product is: [F:26][C:8]([F:7])([C:16]([F:24])([F:25])[C:17]([F:22])([F:23])[C:18]([F:19])([F:20])[F:21])[CH2:9][CH2:10][S:11]([CH2:13][C:14]#[N:15])(=[O:1])=[O:12]. (7) The product is: [Cl:1][C:2]1[C:3]([O:12][C:13]2[CH:18]=[C:17]([O:19][CH2:35][C:36]([OH:39])([CH3:38])[CH3:37])[CH:16]=[CH:15][C:14]=2/[CH:20]=[CH:21]/[C:22]([O:24][CH2:25][CH3:26])=[O:23])=[N:4][CH:5]=[C:6]([C:8]([F:9])([F:11])[F:10])[CH:7]=1. Given the reactants [Cl:1][C:2]1[C:3]([O:12][C:13]2[CH:18]=[C:17]([OH:19])[CH:16]=[CH:15][C:14]=2/[CH:20]=[CH:21]/[C:22]([O:24][CH2:25][CH3:26])=[O:23])=[N:4][CH:5]=[C:6]([C:8]([F:11])([F:10])[F:9])[CH:7]=1.C(=O)([O-])[O-].[K+].[K+].[I-].[Na+].[CH3:35][C:36]1([O:39][CH2:38]1)[CH3:37].Cl, predict the reaction product. (8) Given the reactants C([O:4][C:5]1[CH:15]=[C:14]([O:16][CH2:17][C:18]2[CH:23]=[CH:22][CH:21]=[CH:20][CH:19]=2)[CH:13]=[CH:12][C:6]=1[O:7][CH2:8][C@@H:9]1[CH2:11][O:10]1)C=C.[C:24]1(C)[CH:29]=C(C)C=C(C)[CH:25]=1, predict the reaction product. The product is: [CH2:29]([C:15]1[C:5]2[O:4][CH:9]([CH2:11][OH:10])[CH2:8][O:7][C:6]=2[CH:12]=[CH:13][C:14]=1[O:16][CH2:17][C:18]1[CH:19]=[CH:20][CH:21]=[CH:22][CH:23]=1)[CH:24]=[CH2:25]. (9) Given the reactants Cl[C:2]1[N:7]=[C:6]([CH2:8][CH2:9][C:10]2[CH:15]=[CH:14][CH:13]=[CH:12][C:11]=2[CH2:16][C:17]([NH2:19])=[O:18])[C:5]([CH3:20])=[CH:4][N:3]=1.CC1(C)C2C(=C(P(C3C=CC=CC=3)C3C=CC=CC=3)C=CC=2)OC2C(P(C3C=CC=CC=3)C3C=CC=CC=3)=CC=CC1=2.C([O-])([O-])=O.[Cs+].[Cs+].[NH2:69][C:70]1[CH:75]=[CH:74][C:73]([C:76]2([NH:80][S:81]([C:83]([CH3:86])([CH3:85])[CH3:84])=[O:82])[CH2:79][O:78][CH2:77]2)=[CH:72][CH:71]=1, predict the reaction product. The product is: [CH3:85][C:83]([CH3:86])([S:81]([NH:80][C:76]1([C:73]2[CH:74]=[CH:75][C:70]([NH:69][C:2]3[N:7]=[C:6]([CH2:8][CH2:9][C:10]4[CH:15]=[CH:14][CH:13]=[CH:12][C:11]=4[CH2:16][C:17]([NH2:19])=[O:18])[C:5]([CH3:20])=[CH:4][N:3]=3)=[CH:71][CH:72]=2)[CH2:79][O:78][CH2:77]1)=[O:82])[CH3:84]. (10) Given the reactants [F:1][C:2]1[CH:3]=[C:4]([CH2:9][C:10]([OH:12])=O)[CH:5]=[CH:6][C:7]=1[OH:8].C1N=CN(C(N2C=NC=C2)=O)C=1.[CH2:25]([N:29]1[C:37]2[N:36]=[C:35]([Cl:38])[NH:34][C:33]=2[C:32](=[O:39])[N:31]([CH2:40][CH2:41][CH2:42]/[C:43](=[N:46]/[H])/[NH:44]O)[C:30]1=[O:48])[CH2:26][CH2:27][CH3:28], predict the reaction product. The product is: [CH2:25]([N:29]1[C:37]2[N:36]=[C:35]([Cl:38])[NH:34][C:33]=2[C:32](=[O:39])[N:31]([CH2:40][CH2:41][CH2:42][C:43]2[N:44]=[C:10]([CH2:9][C:4]3[CH:5]=[CH:6][C:7]([OH:8])=[C:2]([F:1])[CH:3]=3)[O:12][N:46]=2)[C:30]1=[O:48])[CH2:26][CH2:27][CH3:28].